Task: Predict the reactants needed to synthesize the given product.. Dataset: Full USPTO retrosynthesis dataset with 1.9M reactions from patents (1976-2016) (1) Given the product [CH2:1]([N:8]1[C:9](=[O:10])[C:11]2[C:16](=[N:15][CH:14]=[CH:13][N:12]=2)[N:17]=[C:18]1[CH2:19][CH:20]([CH3:22])[CH3:21])[C:2]1[CH:7]=[CH:6][CH:5]=[CH:4][CH:3]=1, predict the reactants needed to synthesize it. The reactants are: [CH2:1]([NH:8][C:9]([C:11]1[C:16]([NH:17][C:18](=O)[CH2:19][CH:20]([CH3:22])[CH3:21])=[N:15][CH:14]=[CH:13][N:12]=1)=[O:10])[C:2]1[CH:7]=[CH:6][CH:5]=[CH:4][CH:3]=1.C(=O)([O-])[O-].[Na+].[Na+]. (2) Given the product [CH3:12][NH:13][CH2:2][CH2:3][CH2:4][CH2:5][CH2:6][CH2:7][CH2:8][CH2:9][CH2:10][OH:11], predict the reactants needed to synthesize it. The reactants are: Br[CH2:2][CH2:3][CH2:4][CH2:5][CH2:6][CH2:7][CH2:8][CH2:9][CH2:10][OH:11].[CH3:12][NH2:13]. (3) Given the product [F:40][C:41]1[CH:49]=[C:48]2[C:44]([C:45]([C:21]3[CH:22]=[C:23]4[C:27](=[CH:28][CH:20]=3)[N:26]([CH2:29][CH:30]3[CH2:31][CH2:32][N:33]([C:36](=[O:38])[CH3:37])[CH2:34][CH2:35]3)[N:25]=[CH:24]4)=[CH:46][NH:47]2)=[CH:43][CH:42]=1, predict the reactants needed to synthesize it. The reactants are: FC1C=C2C(C([C:20]3[CH:28]=[C:27]4[C:23]([CH:24]=[N:25][N:26]4[CH2:29][CH:30]4[CH2:35][CH2:34][N:33]([C:36](=[O:38])[CH3:37])[CH2:32][CH2:31]4)=[CH:22][CH:21]=3)=CN2S(C2C=CC=CC=2)(=O)=O)=CC=1.Cl.[F:40][C:41]1[CH:49]=[C:48]2[C:44]([C:45](C3C=CC4C(C=3)=NN(C3CCNCC3)C=4)=[CH:46][N:47]2S(C2C=CC=CC=2)(=O)=O)=[CH:43][CH:42]=1. (4) Given the product [CH2:1]([N:3]1[CH2:15][CH2:14][C:6]2[N:7]([CH2:22][CH:21]([C:20]3[CH:24]=[CH:25][C:17]([CH3:16])=[CH:18][CH:19]=3)[OH:23])[C:8]3[CH:9]=[CH:10][CH:11]=[CH:12][C:13]=3[C:5]=2[CH2:4]1)[CH3:2], predict the reactants needed to synthesize it. The reactants are: [CH2:1]([N:3]1[CH2:15][CH2:14][C:6]2[NH:7][C:8]3[CH:9]=[CH:10][CH:11]=[CH:12][C:13]=3[C:5]=2[CH2:4]1)[CH3:2].[CH3:16][C:17]1[CH:25]=[CH:24][C:20]([CH:21]2[O:23][CH2:22]2)=[CH:19][CH:18]=1.[H-].[Na+]. (5) Given the product [ClH:22].[ClH:22].[CH3:1][O:2][C:3]1([C:16]2[N:17]([CH3:21])[CH:18]=[CH:19][N:20]=2)[CH2:4][CH2:5][NH:6][CH2:7][CH2:8]1, predict the reactants needed to synthesize it. The reactants are: [CH3:1][O:2][C:3]1([C:16]2[N:17]([CH3:21])[CH:18]=[CH:19][N:20]=2)[CH2:8][CH2:7][N:6](C(OC(C)(C)C)=O)[CH2:5][CH2:4]1.[ClH:22].